From a dataset of Reaction yield outcomes from USPTO patents with 853,638 reactions. Predict the reaction yield, written as a fraction of the theoretical maximum amount of product (1.0 means a 100% yield; for example, 0.34 means a 34% yield). (1) The reactants are [I:1][C:2]1[CH:11]=[N:10][C:5]2[NH:6][CH2:7][CH2:8][NH:9][C:4]=2[CH:3]=1.[Cl:12][C:13]1[CH:18]=[CH:17][CH:16]=[CH:15][C:14]=1[S:19](Cl)(=[O:21])=[O:20]. The catalyst is N1C=CC=CC=1. The product is [Cl:12][C:13]1[CH:18]=[CH:17][CH:16]=[CH:15][C:14]=1[S:19]([N:9]1[CH2:8][CH2:7][NH:6][C:5]2[N:10]=[CH:11][C:2]([I:1])=[CH:3][C:4]1=2)(=[O:21])=[O:20]. The yield is 0.100. (2) The reactants are Cl[C:2]1[N:7]=[CH:6][N:5]=[C:4]([NH:8][C:9]2[N:10]=[CH:11][C:12]([C:15]#[N:16])=[N:13][CH:14]=2)[CH:3]=1.[NH2:17][CH2:18][CH:19]1[CH2:24][CH2:23][O:22][CH2:21][CH2:20]1.C(N(CC)CC)C. The catalyst is CC#N. The product is [O:22]1[CH2:23][CH2:24][CH:19]([CH2:18][NH:17][C:2]2[N:7]=[CH:6][N:5]=[C:4]([NH:8][C:9]3[N:10]=[CH:11][C:12]([C:15]#[N:16])=[N:13][CH:14]=3)[CH:3]=2)[CH2:20][CH2:21]1. The yield is 0.410. (3) The reactants are [CH3:1][O:2][C:3]1[CH:8]=[CH:7][C:6](/[CH:9]=[CH:10]/[C:11]([O:13][CH3:14])=[O:12])=[C:5]([N+:15]([O-])=O)[CH:4]=1. The catalyst is C(O)(=O)C.[Zn]. The product is [NH2:15][C:5]1[CH:4]=[C:3]([O:2][CH3:1])[CH:8]=[CH:7][C:6]=1/[CH:9]=[CH:10]/[C:11]([O:13][CH3:14])=[O:12]. The yield is 0.230.